Task: Predict the reactants needed to synthesize the given product.. Dataset: Full USPTO retrosynthesis dataset with 1.9M reactions from patents (1976-2016) (1) Given the product [CH2:1]([C:5]1([C:15]2[O:14][CH:18]=[CH:17][CH:16]=2)[CH:10]=[CH:9][N:8]=[C:7]([S:12][CH3:13])[NH:6]1)[CH2:2][CH:3]=[CH2:4], predict the reactants needed to synthesize it. The reactants are: [CH2:1]([C:5]1[CH:10]=[C:9](Cl)[N:8]=[C:7]([S:12][CH3:13])[N:6]=1)[CH2:2][CH:3]=[CH2:4].[O:14]1[CH:18]=[CH:17][CH:16]=[C:15]1B(O)O.C([O-])([O-])=O.[Na+].[Na+]. (2) Given the product [ClH:37].[F:25][C@H:13]1[C@H:12]([O:11][C:4]2[C:5]3[O:9][CH:8]=[CH:7][C:6]=3[CH:10]=[C:2]([NH:1][S:34]([C:29]3[CH:30]=[CH:31][CH:32]=[CH:33][C:28]=3[C:27]([F:26])([F:38])[F:39])(=[O:36])=[O:35])[CH:3]=2)[CH2:17][CH2:16][NH:15][CH2:14]1, predict the reactants needed to synthesize it. The reactants are: [NH2:1][C:2]1[CH:3]=[C:4]([O:11][C@@H:12]2[CH2:17][CH2:16][N:15](C(OC(C)(C)C)=O)[CH2:14][C@H:13]2[F:25])[C:5]2[O:9][CH:8]=[CH:7][C:6]=2[CH:10]=1.[F:26][C:27]([F:39])([F:38])[C:28]1[CH:33]=[CH:32][CH:31]=[CH:30][C:29]=1[S:34]([Cl:37])(=[O:36])=[O:35]. (3) Given the product [F:1][C:2]1[CH:7]=[C:6]([F:8])[CH:5]=[CH:4][C:3]=1[N:9]([CH3:28])[C:10]([C:12]1[S:24][C:23]2[C:22]3[CH:21]=[C:20]([C:25]([N:32]4[CH2:33][CH2:34][CH2:35][C@H:30]([OH:29])[CH2:31]4)=[O:26])[CH:19]=[CH:18][C:17]=3[O:16][CH2:15][C:14]=2[CH:13]=1)=[O:11], predict the reactants needed to synthesize it. The reactants are: [F:1][C:2]1[CH:7]=[C:6]([F:8])[CH:5]=[CH:4][C:3]=1[N:9]([CH3:28])[C:10]([C:12]1[S:24][C:23]2[C:22]3[CH:21]=[C:20]([C:25](O)=[O:26])[CH:19]=[CH:18][C:17]=3[O:16][CH2:15][C:14]=2[CH:13]=1)=[O:11].[OH:29][C@H:30]1[CH2:35][CH2:34][CH2:33][NH:32][CH2:31]1. (4) Given the product [Cl:1][C:2]1[CH:3]=[C:4]([C:21]#[N:22])[C:5]2[O:10][CH:9]([C:11]([F:12])([F:14])[F:13])[C:8]([C:15]([O:17][CH2:18][CH3:19])=[O:16])=[CH:7][C:6]=2[CH:20]=1, predict the reactants needed to synthesize it. The reactants are: [Cl:1][C:2]1[CH:3]=[C:4]([CH:21]=[N:22]O)[C:5]2[O:10][CH:9]([C:11]([F:14])([F:13])[F:12])[C:8]([C:15]([O:17][CH2:18][CH3:19])=[O:16])=[CH:7][C:6]=2[CH:20]=1.C(OC(=O)C)(=O)C. (5) Given the product [F:44][C:45]([F:56])([F:57])[C:46]1[CH:47]=[C:48]([CH2:52][C:53]([N:1]2[C:9]3[C:4](=[CH:5][C:6]([C:10]4[C:14]5[C:15]([NH2:19])=[N:16][CH:17]=[CH:18][C:13]=5[S:12][CH:11]=4)=[CH:7][CH:8]=3)[CH2:3][CH2:2]2)=[O:54])[CH:49]=[CH:50][CH:51]=1, predict the reactants needed to synthesize it. The reactants are: [NH:1]1[C:9]2[C:4](=[CH:5][C:6]([C:10]3[C:14]4[C:15]([NH2:19])=[N:16][CH:17]=[CH:18][C:13]=4[S:12][CH:11]=3)=[CH:7][CH:8]=2)[CH2:3][CH2:2]1.CN(C(ON1N=NC2C=CC=NC1=2)=[N+](C)C)C.F[P-](F)(F)(F)(F)F.[F:44][C:45]([F:57])([F:56])[C:46]1[CH:47]=[C:48]([CH2:52][C:53](O)=[O:54])[CH:49]=[CH:50][CH:51]=1.CCN(C(C)C)C(C)C.